From a dataset of Reaction yield outcomes from USPTO patents with 853,638 reactions. Predict the reaction yield, written as a fraction of the theoretical maximum amount of product (1.0 means a 100% yield; for example, 0.34 means a 34% yield). (1) The reactants are CC1(C)C(C)(C)OB([C:9]2[CH:17]=[CH:16][CH:15]=[C:14]3[C:10]=2[CH:11]=[CH:12][NH:13]3)O1.Br[C:20]1[CH:21]=[C:22]([F:26])[CH:23]=[CH:24][CH:25]=1.[OH-].[Na+]. The catalyst is C1COCC1.[Pd].C(OCC)(=O)C. The product is [F:26][C:22]1[CH:21]=[C:20]([C:9]2[CH:17]=[CH:16][CH:15]=[C:14]3[C:10]=2[CH:11]=[CH:12][NH:13]3)[CH:25]=[CH:24][CH:23]=1. The yield is 0.880. (2) The yield is 0.820. The reactants are [NH2:1][C:2]1[CH:3]=[C:4]([CH:8]=[CH:9][CH:10]=1)[C:5]([OH:7])=[O:6].[C:11]([CH2:14][S:15][C:16](=S)[S:17]CC(O)=O)(O)=[O:12].[OH-].[Na+]. The product is [O:12]=[C:11]1[CH2:14][S:15][C:16](=[S:17])[N:1]1[C:2]1[CH:3]=[C:4]([CH:8]=[CH:9][CH:10]=1)[C:5]([OH:7])=[O:6]. No catalyst specified.